This data is from Forward reaction prediction with 1.9M reactions from USPTO patents (1976-2016). The task is: Predict the product of the given reaction. (1) The product is: [PH:1](=[O:2])([OH:4])[OH:3].[NH:9]1[C:10]2[C:11](=[CH:23][CH:19]=[CH:20][CH:21]=2)[CH:13]=[CH:12]1. Given the reactants [PH:1](=[O:4])([O-:3])[O-:2].[Li+].[Br-].CC[N:9]([CH2:12][CH3:13])[CH2:10][CH3:11].CS(Cl)(=O)=O.[CH2:19]1[CH2:23]O[CH2:21][CH2:20]1, predict the reaction product. (2) Given the reactants [C:1]([N:4](C(OC(C)(C)C)=O)[N:5]1[CH2:10][C:9]([CH:11]=[O:12])=[N:8][N:7]([C:13]([O:15][C:16]([CH3:19])([CH3:18])[CH3:17])=[O:14])[C:6]1=[O:20])(=[O:3])[CH3:2].[CH3:28][Mg+].[Br-], predict the reaction product. The product is: [C:1]([NH:4][N:5]1[CH2:10][C:9]([CH:11]([OH:12])[CH3:28])=[N:8][N:7]([C:13]([O:15][C:16]([CH3:17])([CH3:18])[CH3:19])=[O:14])[C:6]1=[O:20])(=[O:3])[CH3:2]. (3) Given the reactants [CH2:1]([O:5][C:6]1[C:15]2[C:10](=[CH:11][CH:12]=[C:13]([Cl:16])[CH:14]=2)[NH:9][C:8](=[O:17])[CH:7]=1)[CH2:2][CH:3]=[CH2:4], predict the reaction product. The product is: [Cl:16][C:13]1[CH:12]=[CH:11][C:10]2[NH:9][C:8](=[O:17])[CH:7]3[CH2:4][CH:3]4[CH2:2][CH2:1][O:5][C:6]34[C:15]=2[CH:14]=1. (4) Given the reactants [OH:1][C:2]([C@H:5]1[CH2:9][CH2:8][NH:7][C@H:6]1[CH3:10])([CH3:4])[CH3:3].F[C:12]1[CH:19]=[CH:18][C:15]([C:16]#[N:17])=[CH:14][CH:13]=1, predict the reaction product. The product is: [OH:1][C:2]([C@H:5]1[CH2:9][CH2:8][N:7]([C:12]2[CH:19]=[CH:18][C:15]([C:16]#[N:17])=[CH:14][CH:13]=2)[C@H:6]1[CH3:10])([CH3:4])[CH3:3]. (5) Given the reactants [C:1]([O:5][C:6](=[O:13])[NH:7][CH2:8][CH2:9][CH2:10][C:11]#[CH:12])([CH3:4])([CH3:3])[CH3:2].O1CCC[CH2:15]1.[H-].[Na+].CI, predict the reaction product. The product is: [C:1]([O:5][C:6](=[O:13])[N:7]([CH3:15])[CH2:8][CH2:9][CH2:10][C:11]#[CH:12])([CH3:4])([CH3:3])[CH3:2]. (6) Given the reactants [CH3:1][C:2]1[CH:7]=[C:6]([O:8][C@H:9]2[CH2:13][CH2:12][NH:11][CH2:10]2)[CH:5]=[C:4]([CH3:14])[C:3]=1[C:15]1[CH:20]=[CH:19][CH:18]=[C:17]([CH2:21][O:22][C:23]2[CH:36]=[CH:35][C:26]3[C@H:27]([CH2:30][C:31]([O:33][CH3:34])=[O:32])[CH2:28][O:29][C:25]=3[CH:24]=2)[CH:16]=1.[CH3:37][S:38](Cl)(=[O:40])=[O:39].C(N(CC)CC)C.C(OCC)(=O)C, predict the reaction product. The product is: [CH3:14][C:4]1[CH:5]=[C:6]([O:8][C@H:9]2[CH2:13][CH2:12][N:11]([S:38]([CH3:37])(=[O:40])=[O:39])[CH2:10]2)[CH:7]=[C:2]([CH3:1])[C:3]=1[C:15]1[CH:20]=[CH:19][CH:18]=[C:17]([CH2:21][O:22][C:23]2[CH:36]=[CH:35][C:26]3[C@H:27]([CH2:30][C:31]([O:33][CH3:34])=[O:32])[CH2:28][O:29][C:25]=3[CH:24]=2)[CH:16]=1. (7) Given the reactants [Cl:1][C:2]1[CH:7]=[CH:6][C:5]([N:8]2[C:16]([C:17]3[CH:22]=[CH:21][C:20]([Cl:23])=[CH:19][C:18]=3[Cl:24])=[N:15][C:14]3[C:9]2=[N:10][CH:11]=[N:12][C:13]=3O)=[CH:4][CH:3]=1.O=P(Cl)(Cl)[Cl:28], predict the reaction product. The product is: [Cl:28][C:13]1[N:12]=[CH:11][N:10]=[C:9]2[C:14]=1[N:15]=[C:16]([C:17]1[CH:22]=[CH:21][C:20]([Cl:23])=[CH:19][C:18]=1[Cl:24])[N:8]2[C:5]1[CH:6]=[CH:7][C:2]([Cl:1])=[CH:3][CH:4]=1. (8) Given the reactants [C:1]([CH2:3][CH2:4][C:5]([NH:7][CH:8]([B:21]1[O:29][CH:28]2[C:23]([CH3:33])([CH:24]3[CH2:30][CH:26]([CH2:27]2)[C:25]3([CH3:32])[CH3:31])[O:22]1)[CH2:9][C:10]1[C:11]([O:19][CH3:20])=[C:12]([CH:16]=[CH:17][CH:18]=1)[C:13]([OH:15])=[O:14])=[O:6])#[N:2].C(=O)([O-])[O-].[Na+].[Na+].[C:40]([O:46][CH2:47]Cl)(=[O:45])[C:41]([CH3:44])([CH3:43])[CH3:42].[I-].[Na+], predict the reaction product. The product is: [CH3:42][C:41]([CH3:44])([CH3:43])[C:40]([O:46][CH2:47][O:14][C:13](=[O:15])[C:12]1[CH:16]=[CH:17][CH:18]=[C:10]([CH2:9][CH:8]([NH:7][C:5](=[O:6])[CH2:4][CH2:3][C:1]#[N:2])[B:21]2[O:29][CH:28]3[C:23]([CH3:33])([CH:24]4[CH2:30][CH:26]([CH2:27]3)[C:25]4([CH3:32])[CH3:31])[O:22]2)[C:11]=1[O:19][CH3:20])=[O:45]. (9) Given the reactants Cl[C:2]1[C:11]2[C:6](=[CH:7][CH:8]=[CH:9][CH:10]=2)[CH:5]=[C:4]([NH:12][C:13]2[CH:17]=[C:16]([CH3:18])[NH:15][N:14]=2)[N:3]=1.[CH2:19]([O:23][C:24]1[CH:29]=[CH:28][C:27]([NH2:30])=[CH:26][CH:25]=1)[CH2:20][CH2:21][CH3:22], predict the reaction product. The product is: [CH2:19]([O:23][C:24]1[CH:25]=[CH:26][C:27]([NH:30][C:2]2[C:11]3[C:6](=[CH:7][CH:8]=[CH:9][CH:10]=3)[CH:5]=[C:4]([NH:12][C:13]3[CH:17]=[C:16]([CH3:18])[NH:15][N:14]=3)[N:3]=2)=[CH:28][CH:29]=1)[CH2:20][CH2:21][CH3:22]. (10) Given the reactants [C:1]([O:5][C:6]([N:8]1[CH2:13][C@@H:12]([C:14](=[O:37])[NH:15][CH2:16][C:17]2([CH2:31][CH2:32][CH2:33][CH2:34][O:35][CH3:36])[C:30]3[CH:29]=[CH:28][CH:27]=[CH:26][C:25]=3[O:24][C:23]3[C:18]2=[CH:19][CH:20]=[CH:21][CH:22]=3)[CH2:11][C@@H:10]([C:38](O)=[O:39])[CH2:9]1)=[O:7])([CH3:4])([CH3:3])[CH3:2].[N:41]1[CH:46]=[CH:45][CH:44]=[CH:43][C:42]=1[CH2:47][NH:48][CH:49]1[CH2:51][CH2:50]1, predict the reaction product. The product is: [C:1]([O:5][C:6]([N:8]1[CH2:13][C@@H:12]([C:14](=[O:37])[NH:15][CH2:16][C:17]2([CH2:31][CH2:32][CH2:33][CH2:34][O:35][CH3:36])[C:30]3[CH:29]=[CH:28][CH:27]=[CH:26][C:25]=3[O:24][C:23]3[C:18]2=[CH:19][CH:20]=[CH:21][CH:22]=3)[CH2:11][C@@H:10]([C:38](=[O:39])[N:48]([CH:49]2[CH2:50][CH2:51]2)[CH2:47][C:42]2[CH:43]=[CH:44][CH:45]=[CH:46][N:41]=2)[CH2:9]1)=[O:7])([CH3:3])([CH3:2])[CH3:4].